This data is from Reaction yield outcomes from USPTO patents with 853,638 reactions. The task is: Predict the reaction yield, written as a fraction of the theoretical maximum amount of product (1.0 means a 100% yield; for example, 0.34 means a 34% yield). The reactants are [CH3:1][C:2]1[S:3][CH:4]=[CH:5][N:6]=1.[Li]CCCC.[C:12]1([P:18]([N@:26]2[CH2:28][CH:27]2[CH2:29][O:30][C:31]2[CH:32]=[C:33]([C:37]3[CH:38]=[C:39]4[C:44](=[C:45]([NH2:47])[N:46]=3)[CH:43]=[N:42][C:41]3[CH:48]=[C:49]([O:54][CH3:55])[C:50]([O:52][CH3:53])=[CH:51][C:40]4=3)[CH:34]=[N:35][CH:36]=2)([C:20]2[CH:25]=[CH:24][CH:23]=[CH:22][CH:21]=2)=[O:19])[CH:17]=[CH:16][CH:15]=[CH:14][CH:13]=1. The catalyst is C1COCC1. The product is [NH2:47][C:45]1[N:46]=[C:37]([C:33]2[CH:32]=[C:31]([O:30][CH2:29][C@@H:27]([NH:26][P:18]([C:12]3[CH:17]=[CH:16][CH:15]=[CH:14][CH:13]=3)([C:20]3[CH:21]=[CH:22][CH:23]=[CH:24][CH:25]=3)=[O:19])[CH2:28][CH2:1][C:2]3[S:3][CH:4]=[CH:5][N:6]=3)[CH:36]=[N:35][CH:34]=2)[CH:38]=[C:39]2[C:44]=1[CH:43]=[N:42][C:41]1[CH:48]=[C:49]([O:54][CH3:55])[C:50]([O:52][CH3:53])=[CH:51][C:40]2=1. The yield is 0.244.